This data is from Reaction yield outcomes from USPTO patents with 853,638 reactions. The task is: Predict the reaction yield, written as a fraction of the theoretical maximum amount of product (1.0 means a 100% yield; for example, 0.34 means a 34% yield). The reactants are C(OC(=O)[N:7]([S:13]([C:16]1[CH:21]=[C:20]([Cl:22])[C:19]([O:23][C@H:24]2[CH2:29][CH2:28][CH2:27][CH2:26][C@H:25]2[N:30]2[CH:34]=[CH:33][N:32]=[CH:31]2)=[CH:18][C:17]=1[F:35])(=[O:15])=[O:14])[C:8]1[N:9]=[CH:10][S:11][CH:12]=1)(C)(C)C.FC(F)(F)C(O)=O. The catalyst is ClCCl. The product is [Cl:22][C:20]1[C:19]([O:23][C@H:24]2[CH2:29][CH2:28][CH2:27][CH2:26][C@@H:25]2[N:30]2[CH:34]=[CH:33][N:32]=[CH:31]2)=[CH:18][C:17]([F:35])=[C:16]([S:13]([NH:7][C:8]2[N:9]=[CH:10][S:11][CH:12]=2)(=[O:15])=[O:14])[CH:21]=1. The yield is 0.670.